From a dataset of Catalyst prediction with 721,799 reactions and 888 catalyst types from USPTO. Predict which catalyst facilitates the given reaction. (1) Reactant: [CH:1]1([CH2:7][C:8]2[S:9][C:10]3[CH:16]=[C:15]([C:17]#[N:18])[CH:14]=[CH:13][C:11]=3[N:12]=2)[CH2:6][CH2:5][CH2:4][CH2:3][CH2:2]1.[H-].[Al+3].[Li+].[H-].[H-].[H-]. Product: [NH2:18][CH2:17][C:15]1[CH:14]=[CH:13][C:11]2[N:12]=[C:8]([CH2:7][CH:1]3[CH2:6][CH2:5][CH2:4][CH2:3][CH2:2]3)[S:9][C:10]=2[CH:16]=1. The catalyst class is: 1. (2) Reactant: [Cl:1][C:2]1[CH:10]=[CH:9][CH:8]=[C:7]([I:11])[C:3]=1[C:4](O)=[O:5].C(Cl)(=O)C(Cl)=O.[NH3:18].C1COCC1. Product: [Cl:1][C:2]1[CH:10]=[CH:9][CH:8]=[C:7]([I:11])[C:3]=1[C:4]([NH2:18])=[O:5]. The catalyst class is: 2. (3) Reactant: [C:1]1([CH3:7])[CH:6]=[CH:5][CH:4]=[CH:3][CH:2]=1.C(=O)([O-])[O-].[Na+].[Na+].BrC1[CH:27]=[CH:26][C:25]2[C:24]3[C:19](=[CH:20][C:21](Br)=[CH:22][CH:23]=3)[NH:18][C:17]=2[CH:16]=1.[C:29]1(B(O)O)[CH:34]=[CH:33][CH:32]=[CH:31][CH:30]=1. Product: [C:1]1([C:7]2[CH:27]=[CH:26][C:25]3[C:24]4[C:19](=[CH:20][C:21]([C:29]5[CH:34]=[CH:33][CH:32]=[CH:31][CH:30]=5)=[CH:22][CH:23]=4)[NH:18][C:17]=3[CH:16]=2)[CH:6]=[CH:5][CH:4]=[CH:3][CH:2]=1. The catalyst class is: 8. (4) Reactant: [OH:1][C:2]([CH3:25])([CH3:24])[C@H:3]([NH:8][C:9](=[O:23])[C:10]1[CH:15]=[CH:14][C:13]([C:16]#[C:17][C:18]#[C:19][C@@H:20]([OH:22])[CH3:21])=[CH:12][CH:11]=1)[C:4](OC)=[O:5].[NH2:26][OH:27]. Product: [OH:1][C:2]([CH3:25])([CH3:24])[C@H:3]([NH:8][C:9](=[O:23])[C:10]1[CH:15]=[CH:14][C:13]([C:16]#[C:17][C:18]#[C:19][C@@H:20]([OH:22])[CH3:21])=[CH:12][CH:11]=1)[C:4]([NH:26][OH:27])=[O:5]. The catalyst class is: 41.